Dataset: Catalyst prediction with 721,799 reactions and 888 catalyst types from USPTO. Task: Predict which catalyst facilitates the given reaction. (1) Reactant: [CH2:1]([N:3]1[C:8]2[N:9]=[C:10](S(C)=O)[N:11]=[CH:12][C:7]=2[CH:6]=[C:5]([CH3:16])[C:4]1=[O:17])[CH3:2].[CH3:18][N:19]1[CH2:24][CH2:23][N:22]([C:25]2[CH:31]=[CH:30][C:28]([NH2:29])=[CH:27][CH:26]=2)[CH2:21][CH2:20]1. Product: [CH2:1]([N:3]1[C:8]2[N:9]=[C:10]([NH:29][C:28]3[CH:27]=[CH:26][C:25]([N:22]4[CH2:21][CH2:20][N:19]([CH3:18])[CH2:24][CH2:23]4)=[CH:31][CH:30]=3)[N:11]=[CH:12][C:7]=2[CH:6]=[C:5]([CH3:16])[C:4]1=[O:17])[CH3:2]. The catalyst class is: 6. (2) Reactant: [Cl:1][C:2]1[N:7]=[C:6]([C:8]2[S:12][C:11]([CH:13]([CH3:15])[CH3:14])=[N:10][C:9]=2[C:16]2[C:17]([O:23][CH3:24])=[C:18]([CH:20]=[CH:21][CH:22]=2)[NH2:19])[CH:5]=[CH:4][N:3]=1.N1C=CC=CC=1.[F:31][C:32]1[CH:37]=[CH:36][CH:35]=[C:34]([F:38])[C:33]=1[S:39](Cl)(=[O:41])=[O:40]. Product: [Cl:1][C:2]1[N:7]=[C:6]([C:8]2[S:12][C:11]([CH:13]([CH3:15])[CH3:14])=[N:10][C:9]=2[C:16]2[C:17]([O:23][CH3:24])=[C:18]([NH:19][S:39]([C:33]3[C:34]([F:38])=[CH:35][CH:36]=[CH:37][C:32]=3[F:31])(=[O:41])=[O:40])[CH:20]=[CH:21][CH:22]=2)[CH:5]=[CH:4][N:3]=1. The catalyst class is: 2. (3) Reactant: [CH:1]1([C:4]([C:6]2[CH:11]=[CH:10][C:9]([CH2:12][C:13]([OH:15])=[O:14])=[CH:8][CH:7]=2)=[O:5])[CH2:3][CH2:2]1.[CH2:16](O)[CH3:17]. Product: [CH:1]1([C:4]([C:6]2[CH:11]=[CH:10][C:9]([CH2:12][C:13]([O:15][CH2:16][CH3:17])=[O:14])=[CH:8][CH:7]=2)=[O:5])[CH2:2][CH2:3]1. The catalyst class is: 65. (4) Reactant: [NH2:1][C:2]1[C:7]([C:8]#[N:9])=[C:6](Cl)[N:5]=[CH:4][N:3]=1.[F:11][C:12]1[CH:17]=[CH:16][C:15]([C:18]2[C:27]3[C:22](=[CH:23][CH:24]=[CH:25][CH:26]=3)[N:21]=[CH:20][C:19]=2[CH:28]([NH2:30])[CH3:29])=[CH:14][CH:13]=1.CCN(C(C)C)C(C)C. Product: [NH2:1][C:2]1[C:7]([C:8]#[N:9])=[C:6]([NH:30][CH:28]([C:19]2[CH:20]=[N:21][C:22]3[C:27]([C:18]=2[C:15]2[CH:14]=[CH:13][C:12]([F:11])=[CH:17][CH:16]=2)=[CH:26][CH:25]=[CH:24][CH:23]=3)[CH3:29])[N:5]=[CH:4][N:3]=1. The catalyst class is: 51. (5) Reactant: Br[C:2]1[C:11]2[C:6](=[CH:7][CH:8]=[C:9]([OH:12])[CH:10]=2)[C:5](=[O:13])[N:4]([C:14]2[CH:19]=[CH:18][C:17]([OH:20])=[CH:16][CH:15]=2)[CH:3]=1.C(=O)([O-])[O-].[K+].[K+].[F:27][C:28]([F:39])([F:38])[C:29]1[CH:34]=[CH:33][C:32](B(O)O)=[CH:31][CH:30]=1. Product: [OH:12][C:9]1[CH:10]=[C:11]2[C:6](=[CH:7][CH:8]=1)[C:5](=[O:13])[N:4]([C:14]1[CH:19]=[CH:18][C:17]([OH:20])=[CH:16][CH:15]=1)[CH:3]=[C:2]2[C:32]1[CH:33]=[CH:34][C:29]([C:28]([F:39])([F:38])[F:27])=[CH:30][CH:31]=1. The catalyst class is: 73. (6) Reactant: [Br:1][C:2]1[CH:7]=[CH:6][C:5]([C:8]2([C:11]#N)[CH2:10][CH2:9]2)=[CH:4][C:3]=1[F:13].[OH-:14].[Na+].[OH:16]O.Cl. Product: [Br:1][C:2]1[CH:7]=[CH:6][C:5]([C:8]2([C:11]([OH:16])=[O:14])[CH2:10][CH2:9]2)=[CH:4][C:3]=1[F:13]. The catalyst class is: 5. (7) Reactant: [CH3:1][CH:2]1[CH2:7][CH2:6][NH:5][CH2:4][CH2:3]1.CS(O[CH2:13][CH2:14][C:15]1[CH:20]=[CH:19][C:18]([C:21]#[C:22][C:23]2[CH:28]=[CH:27][C:26]([C:29]3[CH:34]=[CH:33][C:32]([Cl:35])=[CH:31][CH:30]=3)=[CH:25][N:24]=2)=[CH:17][C:16]=1[CH3:36])(=O)=O. Product: [Cl:35][C:32]1[CH:31]=[CH:30][C:29]([C:26]2[CH:27]=[CH:28][C:23]([C:22]#[C:21][C:18]3[CH:19]=[CH:20][C:15]([CH2:14][CH2:13][N:5]4[CH2:6][CH2:7][CH:2]([CH3:1])[CH2:3][CH2:4]4)=[C:16]([CH3:36])[CH:17]=3)=[N:24][CH:25]=2)=[CH:34][CH:33]=1. The catalyst class is: 3. (8) Reactant: Cl.[NH2:2][OH:3].[OH-].[K+].[F:6][C:7]([CH3:38])([CH3:37])[CH2:8][CH2:9][C@H:10]1[C:14](=[O:15])[O:13][C@H:12]([C@@H:16]([NH:24][C:25]([C:27]2[CH:36]=[N:35][C:34]3[C:29](=[CH:30][CH:31]=[CH:32][CH:33]=3)[N:28]=2)=[O:26])[CH2:17][C:18]2[CH:23]=[CH:22][CH:21]=[CH:20][CH:19]=2)[CH2:11]1. Product: [CH2:17]([CH:16]([NH:24][C:25]([C:27]1[CH:36]=[N:35][C:34]2[C:29](=[CH:30][CH:31]=[CH:32][CH:33]=2)[N:28]=1)=[O:26])[CH:12]([OH:13])[CH2:11][CH:10]([C:14](=[O:15])[NH:2][OH:3])[CH2:9][CH2:8][C:7]([F:6])([CH3:38])[CH3:37])[C:18]1[CH:19]=[CH:20][CH:21]=[CH:22][CH:23]=1. The catalyst class is: 5. (9) Reactant: [Br:1][C:2]1[CH:3]=[C:4]2[C:8](=[CH:9][CH:10]=1)[NH:7][C:6]([C:11]([O:13][CH2:14][CH3:15])=[O:12])=[C:5]2[O:16][CH2:17][C:18]1[CH:23]=[CH:22][CH:21]=[CH:20][CH:19]=1.[F:24][C:25]1[CH:32]=[CH:31][C:28]([CH2:29]Br)=[CH:27][CH:26]=1.[H-].[Na+]. Product: [Br:1][C:2]1[CH:3]=[C:4]2[C:8](=[CH:9][CH:10]=1)[N:7]([CH2:29][C:28]1[CH:31]=[CH:32][C:25]([F:24])=[CH:26][CH:27]=1)[C:6]([C:11]([O:13][CH2:14][CH3:15])=[O:12])=[C:5]2[O:16][CH2:17][C:18]1[CH:19]=[CH:20][CH:21]=[CH:22][CH:23]=1. The catalyst class is: 3.